From a dataset of Forward reaction prediction with 1.9M reactions from USPTO patents (1976-2016). Predict the product of the given reaction. The product is: [CH3:1][NH:2][C:4]1[C:9]([N+:10]([O-:12])=[O:11])=[CH:8][CH:7]=[CH:6][N:5]=1. Given the reactants [CH3:1][NH2:2].Cl[C:4]1[C:9]([N+:10]([O-:12])=[O:11])=[CH:8][CH:7]=[CH:6][N:5]=1, predict the reaction product.